This data is from Catalyst prediction with 721,799 reactions and 888 catalyst types from USPTO. The task is: Predict which catalyst facilitates the given reaction. (1) The catalyst class is: 20. Product: [O:6]1[C:5]2[CH:10]=[CH:11][C:2]([CH:22]([C:21]3[CH:24]=[CH:25][CH:26]=[C:19]([O:18][CH3:17])[CH:20]=3)[OH:23])=[CH:3][C:4]=2[O:9][CH2:8][CH2:7]1. Reactant: Br[C:2]1[CH:11]=[CH:10][C:5]2[O:6][CH2:7][CH2:8][O:9][C:4]=2[CH:3]=1.C([Li])CCC.[CH3:17][O:18][C:19]1[CH:20]=[C:21]([CH:24]=[CH:25][CH:26]=1)[CH:22]=[O:23].C(O)(C)C. (2) Reactant: [C:1]([C:3]1[CH:8]=[C:7]([CH3:9])[CH:6]=[CH:5][C:4]=1[C:10]1[CH:15]=[C:14]([C:16](=[O:26])[NH:17][CH2:18][C:19]2[CH:20]=[N:21][C:22]([CH3:25])=[CH:23][CH:24]=2)[CH:13]=[C:12]([C:27](O)=[O:28])[CH:11]=1)#[N:2].Cl.CN(C)CCCN=C=NCC.O.ON1C2C=CC=CC=2N=N1.C(N(CC)C(C)C)(C)C.Cl.[OH:63][CH:64]1[CH2:67][NH:66][CH2:65]1. Product: [C:1]([C:3]1[CH:8]=[C:7]([CH3:9])[CH:6]=[CH:5][C:4]=1[C:10]1[CH:11]=[C:12]([C:27]([N:66]2[CH2:67][CH:64]([OH:63])[CH2:65]2)=[O:28])[CH:13]=[C:14]([C:16]([NH:17][CH2:18][C:19]2[CH:20]=[N:21][C:22]([CH3:25])=[CH:23][CH:24]=2)=[O:26])[CH:15]=1)#[N:2]. The catalyst class is: 2. (3) Reactant: [CH3:1][S:2]([CH2:5][CH2:6][C:7]1[CH:12]=[CH:11][CH:10]=[CH:9][C:8]=1[C:13]1[CH:14]=[C:15]2[C:20](=[C:21]([O:23]COCC[Si](C)(C)C)[CH:22]=1)[N:19]=[CH:18][N:17](COCC[Si](C)(C)C)[C:16]2=[O:40])(=[O:4])=[O:3].[F:41][C:42]([F:47])([F:46])[C:43]([OH:45])=[O:44]. Product: [F:41][C:42]([F:47])([F:46])[C:43]([OH:45])=[O:44].[OH:23][C:21]1[CH:22]=[C:13]([C:8]2[CH:9]=[CH:10][CH:11]=[CH:12][C:7]=2[CH2:6][CH2:5][S:2]([CH3:1])(=[O:4])=[O:3])[CH:14]=[C:15]2[C:20]=1[N:19]=[CH:18][NH:17][C:16]2=[O:40]. The catalyst class is: 4. (4) Reactant: [N:1]1([C:5]([C:7]2[CH:37]=[CH:36][C:10]([O:11][C:12]3[CH:13]=[C:14]([C:24]4[NH:28][C:27]([C:29]([NH:31][CH2:32][C@H:33](O)[CH3:34])=[O:30])=[CH:26][CH:25]=4)[CH:15]=[C:16]([O:18][C@@H:19]([CH3:23])[CH2:20][O:21][CH3:22])[CH:17]=3)=[C:9]([F:38])[CH:8]=2)=[O:6])[CH2:4][CH2:3][CH2:2]1.CS(O)(=O)=O.C(N(CC)CC)C.C(=O)([O-])O.[Na+]. The catalyst class is: 7. Product: [N:1]1([C:5]([C:7]2[CH:37]=[CH:36][C:10]([O:11][C:12]3[CH:13]=[C:14]([C:24]4[NH:28][C:27]([C:29]5[O:30][C@@H:33]([CH3:34])[CH2:32][N:31]=5)=[CH:26][CH:25]=4)[CH:15]=[C:16]([O:18][C@@H:19]([CH3:23])[CH2:20][O:21][CH3:22])[CH:17]=3)=[C:9]([F:38])[CH:8]=2)=[O:6])[CH2:4][CH2:3][CH2:2]1. (5) Reactant: C([O:4][C:5]12[C:16]3[C:11](=[C:12]([NH:17][C:18](=[O:20])[CH3:19])[CH:13]=[CH:14][CH:15]=3)[C:10](=[O:21])[C:9]1([O:22]C(=O)C)[C:8]1[CH:26]=[CH:27][C:28]([CH:30]([CH3:32])[CH3:31])=[CH:29][C:7]=1[O:6]2)(=O)C.C(=O)([O-])[O-].[K+].[K+]. The catalyst class is: 5. Product: [OH:4][C:5]12[C:16]3[C:11](=[C:12]([NH:17][C:18](=[O:20])[CH3:19])[CH:13]=[CH:14][CH:15]=3)[C:10](=[O:21])[C:9]1([OH:22])[C:8]1[CH:26]=[CH:27][C:28]([CH:30]([CH3:32])[CH3:31])=[CH:29][C:7]=1[O:6]2. (6) Reactant: F[C:2]1[CH:3]=[C:4]([CH:9]=[CH:10][C:11]=1[N+:12]([O-:14])=[O:13])[C:5]([O:7][CH3:8])=[O:6].[C:15]([NH:22][CH2:23][CH2:24][CH2:25][NH2:26])([O:17][C:18]([CH3:21])([CH3:20])[CH3:19])=[O:16].C(=O)([O-])[O-].[K+].[K+]. Product: [C:18]([O:17][C:15]([NH:22][CH2:23][CH2:24][CH2:25][NH:26][C:2]1[CH:3]=[C:4]([CH:9]=[CH:10][C:11]=1[N+:12]([O-:14])=[O:13])[C:5]([O:7][CH3:8])=[O:6])=[O:16])([CH3:21])([CH3:20])[CH3:19]. The catalyst class is: 10. (7) Product: [Cl-:15].[Cl-:15].[CH2:1]([C:5]1([Hf+2:19][C:5]2([CH2:1][CH:2]([CH3:4])[CH3:3])[C:9]([CH3:10])=[C:8]([CH3:11])[C:7]([CH3:12])=[C:6]2[CH3:13])[C:9]([CH3:10])=[C:8]([CH3:11])[C:7]([CH3:12])=[C:6]1[CH3:13])[CH:2]([CH3:4])[CH3:3]. Reactant: [CH2:1]([C:5]1([Li])[C:9]([CH3:10])=[C:8]([CH3:11])[C:7]([CH3:12])=[C:6]1[CH3:13])[CH:2]([CH3:4])[CH3:3].[Cl-:15].[Cl-].[Cl-].[Cl-].[Hf+4:19]. The catalyst class is: 113. (8) Reactant: [F:1][C:2]1[CH:3]=[CH:4][C:5]([N+:10]([O-:12])=[O:11])=[C:6]([CH:9]=1)[CH:7]=[O:8].O.[C:14]1(C)[CH:19]=CC(S(O)(=O)=O)=[CH:16][CH:15]=1.[CH2:25]([OH:29])[CH2:26][CH2:27][CH3:28]. Product: [CH2:19]([O:8][CH:7]([O:29][CH2:25][CH2:26][CH2:27][CH3:28])[C:6]1[CH:9]=[C:2]([F:1])[CH:3]=[CH:4][C:5]=1[N+:10]([O-:12])=[O:11])[CH2:14][CH2:15][CH3:16]. The catalyst class is: 11. (9) Reactant: [Si:1]([O:8][CH2:9][C:10]1[C:16]([O:17][CH3:18])=[CH:15][C:13]([NH2:14])=[C:12]([Cl:19])[CH:11]=1)([C:4]([CH3:7])([CH3:6])[CH3:5])([CH3:3])[CH3:2].C(N(CC)CC)C.[Br:27][CH2:28][CH2:29][CH2:30][C:31](Cl)=[O:32].C(OCC)(=O)C. Product: [Br:27][CH2:28][CH2:29][CH2:30][C:31]([NH:14][C:13]1[CH:15]=[C:16]([O:17][CH3:18])[C:10]([CH2:9][O:8][Si:1]([C:4]([CH3:7])([CH3:6])[CH3:5])([CH3:3])[CH3:2])=[CH:11][C:12]=1[Cl:19])=[O:32]. The catalyst class is: 7.